From a dataset of Reaction yield outcomes from USPTO patents with 853,638 reactions. Predict the reaction yield, written as a fraction of the theoretical maximum amount of product (1.0 means a 100% yield; for example, 0.34 means a 34% yield). (1) The reactants are [Br:1][C:2]1[CH:7]=[CH:6][C:5]([OH:8])=[CH:4][C:3]=1[CH:9]([CH3:11])[CH3:10].Cl[Si:13]([C:16]([CH3:19])([CH3:18])[CH3:17])([CH3:15])[CH3:14].N1C=CN=C1. The catalyst is CN(C=O)C.O. The product is [Br:1][C:2]1[CH:7]=[CH:6][C:5]([O:8][Si:13]([C:16]([CH3:19])([CH3:18])[CH3:17])([CH3:15])[CH3:14])=[CH:4][C:3]=1[CH:9]([CH3:11])[CH3:10]. The yield is 0.870. (2) The reactants are [Si:1]([O:8][C@@H:9]([CH2:22][CH2:23][C:24]1[CH:29]=[CH:28][CH:27]=[CH:26][CH:25]=1)[C@H:10]([N:12]1[CH:20]=[N:19][C:18]2[C:13]1=[N:14][CH:15]=[N:16][C:17]=2Cl)[CH3:11])([C:4]([CH3:7])([CH3:6])[CH3:5])([CH3:3])[CH3:2].[NH3:30].ClCCl.[CH3:34][OH:35]. No catalyst specified. The product is [Si:1]([O:8][C@@H:9]([CH2:22][CH2:23][C:24]1[CH:29]=[CH:28][CH:27]=[CH:26][CH:25]=1)[C@H:10]([N:12]1[CH:20]=[N:19][C:18]2[C:13]1=[N:14][CH:15]=[N:16][C:17]=2[NH2:30])[CH3:11])([C:4]([CH3:7])([CH3:6])[CH3:5])([CH3:3])[CH3:2].[Si:1]([O:8][C@@H:9]([CH2:22][CH2:23][C:24]1[CH:29]=[CH:28][CH:27]=[CH:26][CH:25]=1)[C@H:10]([N:12]1[CH:20]=[N:19][C:18]2[C:13]1=[N:14][CH:15]=[N:16][C:17]=2[O:35][CH3:34])[CH3:11])([C:4]([CH3:7])([CH3:6])[CH3:5])([CH3:3])[CH3:2]. The yield is 0.800.